Dataset: Full USPTO retrosynthesis dataset with 1.9M reactions from patents (1976-2016). Task: Predict the reactants needed to synthesize the given product. (1) Given the product [C:16]([C:20]1[N:28]=[C:27]2[C:23]([N:24]=[CH:25][N:26]2[CH2:29][C:30]2[N:34]([CH:35]([CH3:37])[CH3:36])[N:33]=[N:32][N:31]=2)=[C:22]([N:10]2[CH2:14][CH2:13][C@H:12]([OH:15])[CH2:11]2)[N:21]=1)([CH3:19])([CH3:17])[CH3:18], predict the reactants needed to synthesize it. The reactants are: CCN(C(C)C)C(C)C.[NH:10]1[CH2:14][CH2:13][C@H:12]([OH:15])[CH2:11]1.[C:16]([C:20]1[N:28]=[C:27]2[C:23]([N:24]=[CH:25][N:26]2[CH2:29][C:30]2[N:34]([CH:35]([CH3:37])[CH3:36])[N:33]=[N:32][N:31]=2)=[C:22](Cl)[N:21]=1)([CH3:19])([CH3:18])[CH3:17].C(O)(=O)CC(CC(O)=O)(C(O)=O)O. (2) Given the product [C:30]1([NH:33][C:22]([C:17]2[CH:18]=[C:19]3[C:14](=[CH:15][CH:16]=2)[N:13]=[C:12]2[C:10]4[CH:11]=[C:2]([CH3:1])[CH:3]=[C:4]5[C:9]=4[C:8]([C:21]2=[N:20]3)=[CH:7][C:6]([CH3:25])=[CH:5]5)=[O:34])[CH:31]=[CH:32][C:27]([NH:26][C:22]([C:17]2[CH:18]=[C:19]3[C:14](=[CH:15][CH:16]=2)[N:13]=[C:12]2[C:10]4[CH:11]=[C:2]([CH3:1])[CH:3]=[C:4]5[C:9]=4[C:8]([C:21]2=[N:20]3)=[CH:7][C:6]([CH3:25])=[CH:5]5)=[O:23])=[CH:28][CH:29]=1, predict the reactants needed to synthesize it. The reactants are: [CH3:1][C:2]1[CH:3]=[C:4]2[C:9]3=[C:10]([C:12]4[C:21]([C:8]3=[CH:7][C:6]([CH3:25])=[CH:5]2)=[N:20][C:19]2[C:14](=[CH:15][CH:16]=[C:17]([C:22](Cl)=[O:23])[CH:18]=2)[N:13]=4)[CH:11]=1.[NH2:26][C:27]1[CH:32]=[CH:31][C:30]([NH2:33])=[CH:29][CH:28]=1.[OH-:34].[Na+]. (3) Given the product [CH:13]([C:14]1[CH:19]=[CH:18][C:17]([NH:20][C:21](=[O:27])[O:22][C:23]([CH3:24])([CH3:25])[CH3:26])=[C:16]([O:28][CH3:29])[CH:15]=1)=[O:12], predict the reactants needed to synthesize it. The reactants are: C1C=C[NH+]=CC=1.[O-][Cr](Cl)(=O)=O.[OH:12][CH2:13][C:14]1[CH:19]=[CH:18][C:17]([NH:20][C:21](=[O:27])[O:22][C:23]([CH3:26])([CH3:25])[CH3:24])=[C:16]([O:28][CH3:29])[CH:15]=1. (4) Given the product [CH2:35]([O:34][CH2:33][C@H:15]([NH:14][C:10](=[O:12])[CH2:9][N:7]1[CH2:6][CH:5]([CH3:13])[O:4][CH:3]([CH3:2])[CH2:8]1)[C:16]([NH:18][C:19]1[CH:24]=[CH:23][C:22]([O:25][C:26]2[CH:31]=[CH:30][C:29]([F:32])=[CH:28][CH:27]=2)=[CH:21][CH:20]=1)=[O:17])[C:36]1[CH:41]=[CH:40][CH:39]=[CH:38][CH:37]=1, predict the reactants needed to synthesize it. The reactants are: Cl.[CH3:2][CH:3]1[CH2:8][N:7]([CH2:9][C:10]([OH:12])=O)[CH2:6][CH:5]([CH3:13])[O:4]1.[NH2:14][C@@H:15]([CH2:33][O:34][CH2:35][C:36]1[CH:41]=[CH:40][CH:39]=[CH:38][CH:37]=1)[C:16]([NH:18][C:19]1[CH:24]=[CH:23][C:22]([O:25][C:26]2[CH:31]=[CH:30][C:29]([F:32])=[CH:28][CH:27]=2)=[CH:21][CH:20]=1)=[O:17].